From a dataset of Forward reaction prediction with 1.9M reactions from USPTO patents (1976-2016). Predict the product of the given reaction. (1) Given the reactants [Cl:1][C:2]1[N:10]=[C:9]([Cl:11])[CH:8]=[CH:7][C:3]=1[C:4](O)=[O:5].B.O1CCCC1.O.C(=O)([O-])[O-].[K+].[K+], predict the reaction product. The product is: [Cl:1][C:2]1[C:3]([CH2:4][OH:5])=[CH:7][CH:8]=[C:9]([Cl:11])[N:10]=1. (2) Given the reactants Cl[C:2]1[N:7]=[C:6]([O:8][CH2:9][CH3:10])[C:5]([N+:11]([O-:13])=[O:12])=[CH:4][CH:3]=1.CC1(C)C(C)(C)OB([C:22]2[CH2:27][CH2:26][N:25]([C:28]([O:30][C:31]([CH3:34])([CH3:33])[CH3:32])=[O:29])[CH2:24][CH:23]=2)O1.C(=O)([O-])[O-].[Na+].[Na+], predict the reaction product. The product is: [CH2:9]([O:8][C:6]1[N:7]=[C:2]([C:22]2[CH2:27][CH2:26][N:25]([C:28]([O:30][C:31]([CH3:34])([CH3:33])[CH3:32])=[O:29])[CH2:24][CH:23]=2)[CH:3]=[CH:4][C:5]=1[N+:11]([O-:13])=[O:12])[CH3:10]. (3) Given the reactants [C:1]([O:5][C:6](=[O:25])[NH:7][C:8]1[C:13]([NH2:14])=[CH:12][C:11]([C:15]2[CH:20]=[CH:19][CH:18]=[CH:17][C:16]=2[F:21])=[C:10]([N:22]([CH3:24])[CH3:23])[CH:9]=1)([CH3:4])([CH3:3])[CH3:2].CC1(C)[O:32][C:31](=O)[CH:30]=[C:29]([C:34]2[CH:39]=[CH:38][CH:37]=[C:36]([N:40]3[CH:44]=[CH:43][N:42]=[N:41]3)[CH:35]=2)[O:28]1, predict the reaction product. The product is: [C:1]([O:5][C:6](=[O:25])[NH:7][C:8]1[C:13]([NH:14][C:31](=[O:32])[CH2:30][C:29](=[O:28])[C:34]2[CH:39]=[CH:38][CH:37]=[C:36]([N:40]3[CH:44]=[CH:43][N:42]=[N:41]3)[CH:35]=2)=[CH:12][C:11]([C:15]2[CH:20]=[CH:19][CH:18]=[CH:17][C:16]=2[F:21])=[C:10]([N:22]([CH3:23])[CH3:24])[CH:9]=1)([CH3:4])([CH3:3])[CH3:2]. (4) Given the reactants [Br:1][C:2]1[N:3]=[C:4]([C:9]#[C:10][CH2:11][Si](C)(C)C)[C:5]([NH2:8])=[N:6][CH:7]=1.C(O[K])(C)(C)C, predict the reaction product. The product is: [Br:1][C:2]1[N:3]=[C:4]2[CH:9]=[C:10]([CH3:11])[NH:8][C:5]2=[N:6][CH:7]=1. (5) Given the reactants Br[C:2]1[C:10]2[N:9]3[CH2:11][CH2:12][NH:13][C:14](=[O:15])[C:8]3=[C:7]([CH3:16])[C:6]=2[CH:5]=[C:4]([C:17]#[N:18])[CH:3]=1.[F:19][C:20]1[CH:25]=[C:24](B(O)O)[CH:23]=[CH:22][N:21]=1, predict the reaction product. The product is: [F:19][C:20]1[CH:25]=[C:24]([C:2]2[C:10]3[N:9]4[CH2:11][CH2:12][NH:13][C:14](=[O:15])[C:8]4=[C:7]([CH3:16])[C:6]=3[CH:5]=[C:4]([C:17]#[N:18])[CH:3]=2)[CH:23]=[CH:22][N:21]=1. (6) Given the reactants C([SiH2][O:6][C:7](C)(C)[C:8]1[CH:13]=[CH:12][N:11]=[C:10]([NH:14][C:15]2[S:16][C:17]([C:20]#[N:21])=[CH:18][N:19]=2)[CH:9]=1)(C)(C)C.F, predict the reaction product. The product is: [OH:6][CH2:7][C:8]1[CH:13]=[CH:12][N:11]=[C:10]([NH:14][C:15]2[S:16][C:17]([C:20]#[N:21])=[CH:18][N:19]=2)[CH:9]=1.